This data is from Forward reaction prediction with 1.9M reactions from USPTO patents (1976-2016). The task is: Predict the product of the given reaction. (1) Given the reactants [CH:1]1([NH2:6])[CH2:5][CH2:4][CH2:3][CH2:2]1.C(N(CC)CC)C.[Cl:14][C:15]1[C:20]([CH:21]([CH3:23])[CH3:22])=[C:19](Cl)[N:18]2[N:25]=[CH:26][N:27]=[C:17]2[N:16]=1, predict the reaction product. The product is: [Cl:14][C:15]1[C:20]([CH:21]([CH3:22])[CH3:23])=[C:19]([NH:6][CH:1]2[CH2:5][CH2:4][CH2:3][CH2:2]2)[N:18]2[N:25]=[CH:26][N:27]=[C:17]2[N:16]=1. (2) Given the reactants N[C@H:2]([CH2:6][CH:7]1[CH2:12][CH2:11][O:10][CH2:9][CH2:8]1)[C:3]([OH:5])=[O:4].N([O-])=[O:14].[Na+], predict the reaction product. The product is: [OH:14][C@H:2]([CH2:6][CH:7]1[CH2:12][CH2:11][O:10][CH2:9][CH2:8]1)[C:3]([OH:5])=[O:4]. (3) The product is: [CH3:14][N:15]([CH3:21])[CH2:16][CH2:17][CH2:18][N:19]([CH3:20])[C:2]1[CH:3]=[C:4]([CH:7]=[C:8]([C:10]([F:13])([F:12])[F:11])[CH:9]=1)[C:5]#[N:6]. Given the reactants F[C:2]1[CH:3]=[C:4]([CH:7]=[C:8]([C:10]([F:13])([F:12])[F:11])[CH:9]=1)[C:5]#[N:6].[CH3:14][N:15]([CH3:21])[CH2:16][CH2:17][CH2:18][NH:19][CH3:20].C(=O)([O-])[O-].[K+].[K+], predict the reaction product. (4) The product is: [C:1]([O:5][C:6](=[O:9])[CH2:7]/[N:8]=[CH:23]/[CH2:22][C:21]([CH3:25])([CH3:26])[CH2:20][CH2:19][O:18][CH2:17][CH2:16][O:15][Si:14]([C:10]([CH3:13])([CH3:12])[CH3:11])([CH3:27])[CH3:28])([CH3:4])([CH3:3])[CH3:2]. Given the reactants [C:1]([O:5][C:6](=[O:9])[CH2:7][NH2:8])([CH3:4])([CH3:3])[CH3:2].[C:10]([Si:14]([CH3:28])([CH3:27])[O:15][CH2:16][CH2:17][O:18][CH2:19][CH2:20][C:21]([CH3:26])([CH3:25])[CH2:22][CH:23]=O)([CH3:13])([CH3:12])[CH3:11], predict the reaction product.